From a dataset of Full USPTO retrosynthesis dataset with 1.9M reactions from patents (1976-2016). Predict the reactants needed to synthesize the given product. Given the product [CH:34]1([CH:37]=[C:30]([C:29]([N:25]2[CH2:26][CH2:27][CH2:28][CH:24]2[CH2:23][NH:22][C:3]2[C:2]([F:1])=[CH:7][N:6]=[C:5]([NH:8][C:9]3[CH:10]=[N:11][C:12]([N:15]4[CH2:16][CH2:17][N:18]([CH3:21])[CH2:19][CH2:20]4)=[CH:13][CH:14]=3)[N:4]=2)=[O:33])[C:31]#[N:32])[CH2:36][CH2:35]1, predict the reactants needed to synthesize it. The reactants are: [F:1][C:2]1[C:3]([NH:22][CH2:23][CH:24]2[CH2:28][CH2:27][CH2:26][N:25]2[C:29](=[O:33])[CH2:30][C:31]#[N:32])=[N:4][C:5]([NH:8][C:9]2[CH:10]=[N:11][C:12]([N:15]3[CH2:20][CH2:19][N:18]([CH3:21])[CH2:17][CH2:16]3)=[CH:13][CH:14]=2)=[N:6][CH:7]=1.[CH:34]1([CH:37]=O)[CH2:36][CH2:35]1.C(O)(=O)C.N1CCCCC1.